From a dataset of Forward reaction prediction with 1.9M reactions from USPTO patents (1976-2016). Predict the product of the given reaction. (1) Given the reactants [CH:1]1([C:7]2[C:15]3[C:10](=[CH:11][C:12]([C:16]([O:18][CH3:19])=[O:17])=[CH:13][CH:14]=3)[N:9]([CH2:20][C:21]([OH:23])=O)[C:8]=2[C:24]2[CH:29]=[CH:28][CH:27]=[CH:26][C:25]=2[CH2:30][NH:31][CH2:32][CH2:33][N:34]([CH3:36])[CH3:35])[CH2:6][CH2:5][CH2:4][CH2:3][CH2:2]1.CCN(C(C)C)C(C)C.CN(C(ON1N=NC2C=CC=NC1=2)=[N+](C)C)C.F[P-](F)(F)(F)(F)F, predict the reaction product. The product is: [CH:1]1([C:7]2[C:15]3[CH:10]=[CH:11][C:12]([C:16]([O:18][CH3:19])=[O:17])=[CH:13][C:14]=3[N:9]3[CH2:20][C:21](=[O:23])[N:31]([CH2:32][CH2:33][N:34]([CH3:36])[CH3:35])[CH2:30][C:25]4[CH:26]=[CH:27][CH:28]=[CH:29][C:24]=4[C:8]=23)[CH2:6][CH2:5][CH2:4][CH2:3][CH2:2]1. (2) Given the reactants [BH4-].[Na+].C([O:5][C:6]([C:8]1[CH:13]=[CH:12][N:11]=[C:10]([C:14]2[CH:19]=[C:18]([C:20](OCC)=[O:21])[CH:17]=[C:16]([C:25]3[CH:30]=[C:29]([CH2:31][CH2:32][CH2:33][CH2:34][CH2:35][CH2:36][CH2:37][CH2:38][CH2:39][CH2:40][CH2:41][CH2:42][CH2:43][CH2:44][CH2:45][CH2:46][CH2:47][CH2:48][CH3:49])[CH:28]=[CH:27][N:26]=3)[N:15]=2)[CH:9]=1)=O)C.[Cl-].[NH4+].[BH4-], predict the reaction product. The product is: [OH:5][CH2:6][C:8]1[CH:13]=[CH:12][N:11]=[C:10]([C:14]2[CH:19]=[C:18]([CH2:20][OH:21])[CH:17]=[C:16]([C:25]3[CH:30]=[C:29]([CH2:31][CH2:32][CH2:33][CH2:34][CH2:35][CH2:36][CH2:37][CH2:38][CH2:39][CH2:40][CH2:41][CH2:42][CH2:43][CH2:44][CH2:45][CH2:46][CH2:47][CH2:48][CH3:49])[CH:28]=[CH:27][N:26]=3)[N:15]=2)[CH:9]=1. (3) Given the reactants [N+:1]([C:4]1[CH:13]=[CH:12][CH:11]=[C:10]2[C:5]=1[CH:6]=[CH:7]O[C:9]2=[O:14])([O-:3])=[O:2].[NH2:15][C@H:16]([CH2:19][CH:20]([CH3:22])[CH3:21])[CH2:17][OH:18].CO.C(Cl)Cl.[C:28](Cl)(=[O:30])[CH3:29], predict the reaction product. The product is: [C:28]([O:18][CH2:17][C@H:16]([N:15]1[CH:7]=[CH:6][C:5]2[C:10](=[CH:11][CH:12]=[CH:13][C:4]=2[N+:1]([O-:3])=[O:2])[C:9]1=[O:14])[CH2:19][CH:20]([CH3:22])[CH3:21])(=[O:30])[CH3:29]. (4) Given the reactants [Cl:1][C:2]1[CH:3]=[CH:4][C:5]([C:28]([F:31])([F:30])[F:29])=[C:6]([CH:27]=1)[CH2:7][N:8]1[CH2:13][CH2:12][NH:11][C:10]2[N:14]=[CH:15][C:16]([C:18]3[CH:19]=[C:20]([CH:24]=[CH:25][CH:26]=3)[C:21]([OH:23])=O)=[CH:17][C:9]1=2.[CH3:32][O:33][C:34]1[CH:35]=[C:36]([N:40]2[CH2:45][CH2:44][NH:43][CH2:42][CH2:41]2)[CH:37]=[CH:38][CH:39]=1, predict the reaction product. The product is: [Cl:1][C:2]1[CH:3]=[CH:4][C:5]([C:28]([F:31])([F:30])[F:29])=[C:6]([CH:27]=1)[CH2:7][N:8]1[CH2:13][CH2:12][NH:11][C:10]2[N:14]=[CH:15][C:16]([C:18]3[CH:19]=[C:20]([C:21]([N:43]4[CH2:42][CH2:41][N:40]([C:36]5[CH:37]=[CH:38][CH:39]=[C:34]([O:33][CH3:32])[CH:35]=5)[CH2:45][CH2:44]4)=[O:23])[CH:24]=[CH:25][CH:26]=3)=[CH:17][C:9]1=2. (5) Given the reactants [O:1]=[C:2]1[CH2:6][O:5][C:4]([NH:7][CH:8]([C:10]2[CH:15]=[CH:14][CH:13]=[CH:12][CH:11]=2)[CH3:9])=[C:3]1[C:16]([O:18][CH2:19][CH3:20])=[O:17].[NH:21]1[C:29]2[C:24](=[CH:25][CH:26]=[CH:27][N:28]=2)[C:23]([CH:30]=O)=[CH:22]1.N1CCC[C@H]1C(O)=O, predict the reaction product. The product is: [NH:21]1[C:29]2=[N:28][CH:27]=[CH:26][CH:25]=[C:24]2[C:23]([CH:30]=[C:6]2[O:5][C:4]([NH:7][CH:8]([C:10]3[CH:11]=[CH:12][CH:13]=[CH:14][CH:15]=3)[CH3:9])=[C:3]([C:16]([O:18][CH2:19][CH3:20])=[O:17])[C:2]2=[O:1])=[CH:22]1. (6) Given the reactants [NH2:1][C:2]1[S:6][C:5]2[CH2:7][CH2:8][CH2:9][CH2:10][C:4]=2[C:3]=1[C:11]([C:13]1[CH:18]=[CH:17][C:16]([O:19][CH3:20])=[CH:15][CH:14]=1)=O.[CH3:21][C:22](=O)[CH2:23][C:24](=[O:26])[CH3:25], predict the reaction product. The product is: [CH3:20][O:19][C:16]1[CH:17]=[CH:18][C:13]([C:11]2[C:23]([C:24](=[O:26])[CH3:25])=[C:22]([CH3:21])[N:1]=[C:2]3[S:6][C:5]4[CH2:7][CH2:8][CH2:9][CH2:10][C:4]=4[C:3]=23)=[CH:14][CH:15]=1. (7) Given the reactants [C:1]1([S:7]([NH:10][C:11]2[CH:17]=[CH:16][C:15]([Cl:18])=[CH:14][C:12]=2[NH2:13])(=[O:9])=[O:8])[CH:6]=[CH:5][CH:4]=[CH:3][CH:2]=1.N1C=CC=CC=1.[CH3:25][O:26][C:27]([C:29]1[CH:37]=[CH:36][C:32]([C:33](Cl)=[O:34])=[CH:31][CH:30]=1)=[O:28].O, predict the reaction product. The product is: [C:1]1([S:7]([NH:10][C:11]2[CH:17]=[CH:16][C:15]([Cl:18])=[CH:14][C:12]=2[NH:13][C:33]([C:32]2[CH:36]=[CH:37][C:29]([C:27]([O:26][CH3:25])=[O:28])=[CH:30][CH:31]=2)=[O:34])(=[O:8])=[O:9])[CH:2]=[CH:3][CH:4]=[CH:5][CH:6]=1. (8) Given the reactants [OH:1][CH2:2][CH2:3][CH2:4][N:5]1[CH2:10][CH2:9][CH:8]([C:11]2[CH:12]=[C:13]([NH:17][C:18](=[O:22])[CH:19]([CH3:21])[CH3:20])[CH:14]=[CH:15][CH:16]=2)[CH2:7][CH2:6]1.[F:23][C:24]1[CH:29]=[CH:28][C:27]([CH2:30][C:31](Cl)=[O:32])=[CH:26][CH:25]=1, predict the reaction product. The product is: [F:23][C:24]1[CH:29]=[CH:28][C:27]([CH2:30][C:31]([O:1][CH2:2][CH2:3][CH2:4][N:5]2[CH2:10][CH2:9][CH:8]([C:11]3[CH:16]=[CH:15][CH:14]=[C:13]([NH:17][C:18](=[O:22])[CH:19]([CH3:20])[CH3:21])[CH:12]=3)[CH2:7][CH2:6]2)=[O:32])=[CH:26][CH:25]=1. (9) Given the reactants C(O[C:6](=[O:26])[NH:7][C@H:8]([CH:13]([OH:25])[C:14](=[O:24])[NH:15][C@@H:16]([C:18]1[CH:23]=[CH:22][CH:21]=[CH:20][CH:19]=1)[CH3:17])[CH2:9][CH2:10][CH2:11][CH3:12])(C)(C)C.FC(F)(F)C(O)=O.C(N(CC)C(C)C)(C)C.[NH:43]1[C:51]2[C:46](=[CH:47][CH:48]=[CH:49][CH:50]=2)[C:45]([CH2:52][C@H:53]([NH:57][C:58](=[O:74])[C@@H:59]([NH:61][C:62]([C:64]2[CH2:65][C:66]3[C:71]([C:72]=2[CH3:73])=[CH:70][CH:69]=[CH:68][CH:67]=3)=[O:63])[CH3:60])C(O)=O)=[CH:44]1.CN(C(ON1N=NC2C=CC=NC1=2)=[N+](C)C)C.F[P-](F)(F)(F)(F)F, predict the reaction product. The product is: [OH:25][CH:13]([C:14](=[O:24])[NH:15][C@@H:16]([C:18]1[CH:19]=[CH:20][CH:21]=[CH:22][CH:23]=1)[CH3:17])[C@@H:8]([NH:7][C:6]([C@@H:53]([NH:57][C:58]([C@@H:59]([NH:61][C:62]([C:64]1[CH2:65][C:66]2[C:71]([C:72]=1[CH3:73])=[CH:70][CH:69]=[CH:68][CH:67]=2)=[O:63])[CH3:60])=[O:74])[CH2:52][C:45]1[C:46]2[C:51](=[CH:50][CH:49]=[CH:48][CH:47]=2)[NH:43][CH:44]=1)=[O:26])[CH2:9][CH2:10][CH2:11][CH3:12].